From a dataset of Catalyst prediction with 721,799 reactions and 888 catalyst types from USPTO. Predict which catalyst facilitates the given reaction. (1) Reactant: [CH2:1]([N:8]1[C:17]2[C:12](=[CH:13][C:14]([O:18]C)=[CH:15][CH:16]=2)[C:11]([C:20]2[CH:25]=[CH:24][C:23]([CH:26]([CH3:28])[CH3:27])=[CH:22][CH:21]=2)=[N:10][C:9]1=[O:29])[C:2]1[CH:7]=[CH:6][CH:5]=[CH:4][CH:3]=1.B(Br)(Br)Br. Product: [CH2:1]([N:8]1[C:17]2[C:12](=[CH:13][C:14]([OH:18])=[CH:15][CH:16]=2)[C:11]([C:20]2[CH:21]=[CH:22][C:23]([CH:26]([CH3:27])[CH3:28])=[CH:24][CH:25]=2)=[N:10][C:9]1=[O:29])[C:2]1[CH:7]=[CH:6][CH:5]=[CH:4][CH:3]=1. The catalyst class is: 6. (2) Reactant: [OH:1][C:2]1[CH:20]=[CH:19][C:5]2[N:6]=[C:7]([C:9]3[CH:10]=[C:11]([CH:16]=[CH:17][CH:18]=3)[C:12]([O:14][CH3:15])=[O:13])[S:8][C:4]=2[CH:3]=1.[Cl:21][C:22]1[CH:27]=[CH:26][CH:25]=[C:24]([Cl:28])[C:23]=1[C:29]1[C:33]([CH2:34]O)=[C:32]([CH:36]([CH3:38])[CH3:37])[O:31][N:30]=1.C1(P(C2C=CC=CC=2)C2C=CC=CC=2)C=CC=CC=1.N(C(OC(C)C)=O)=NC(OC(C)C)=O. Product: [Cl:28][C:24]1[CH:25]=[CH:26][CH:27]=[C:22]([Cl:21])[C:23]=1[C:29]1[C:33]([CH2:34][O:1][C:2]2[CH:20]=[CH:19][C:5]3[N:6]=[C:7]([C:9]4[CH:10]=[C:11]([CH:16]=[CH:17][CH:18]=4)[C:12]([O:14][CH3:15])=[O:13])[S:8][C:4]=3[CH:3]=2)=[C:32]([CH:36]([CH3:38])[CH3:37])[O:31][N:30]=1. The catalyst class is: 4. (3) Reactant: [Cl:1][C:2]1[CH:24]=[CH:23][CH:22]=[CH:21][C:3]=1[O:4][C:5]1[CH2:9][N:8]([CH:10]([CH2:14][C@H:15]2[CH2:18][C@@H:17]([CH3:19])[CH2:16]2)[C:11]([OH:13])=O)[C:7](=[O:20])[CH:6]=1.[C:25](Cl)(=O)C(Cl)=O.Cl.[OH:32][C@@H:33]([CH2:63]O)[CH2:34][N:35]1[CH:39]=[CH:38][C:37]([NH:40]C(=O)[C@@H](N2CC(OC3C=CC=C(Cl)C=3Cl)=CC2=O)CC(C)C)=[N:36]1.N1C(C)=CC=CC=1C. Product: [Cl:1][C:2]1[CH:24]=[CH:23][CH:22]=[CH:21][C:3]=1[O:4][C:5]1[CH2:9][N:8]([CH:10]([CH2:14][C@H:15]2[CH2:16][C@@H:17]([CH3:19])[CH2:18]2)[C:11]([NH:40][C:37]2[CH:38]=[CH:39][N:35]([CH2:34][C:33]([OH:32])([CH3:63])[CH3:25])[N:36]=2)=[O:13])[C:7](=[O:20])[CH:6]=1. The catalyst class is: 204. (4) Reactant: C([O:8][C:9]1[CH:10]=[C:11]([CH:21]=[CH:22][C:23]=1[O:24][CH3:25])[O:12][C:13]([CH3:20])([CH3:19])[C:14]([O:16][CH2:17][CH3:18])=[O:15])C1C=CC=CC=1. Product: [OH:8][C:9]1[CH:10]=[C:11]([CH:21]=[CH:22][C:23]=1[O:24][CH3:25])[O:12][C:13]([CH3:20])([CH3:19])[C:14]([O:16][CH2:17][CH3:18])=[O:15]. The catalyst class is: 349. (5) Reactant: [Cl:1][C:2]1[CH:8]=[C:7]([I:9])[CH:6]=[CH:5][C:3]=1[NH2:4].C([N-]C(C)C)(C)C.[Li+].[CH3:18][O:19][C:20](=[O:36])[C:21]1[CH:26]=[C:25]([S:27](=[O:32])(=[O:31])[N:28]([CH3:30])[CH3:29])[C:24]([F:33])=[C:23]([F:34])[C:22]=1F. Product: [CH3:18][O:19][C:20](=[O:36])[C:21]1[CH:26]=[C:25]([S:27](=[O:32])(=[O:31])[N:28]([CH3:30])[CH3:29])[C:24]([F:33])=[C:23]([F:34])[C:22]=1[NH:4][C:3]1[CH:5]=[CH:6][C:7]([I:9])=[CH:8][C:2]=1[Cl:1]. The catalyst class is: 7. (6) The catalyst class is: 49. Reactant: [NH2:1][C:2]1[CH:3]=[CH:4][C:5]([F:23])=[C:6]([NH:8][C:9]2[C:14]([Cl:15])=[CH:13][N:12]=[C:11]([NH:16][C:17]3[CH:18]=[N:19][N:20]([CH3:22])[CH:21]=3)[N:10]=2)[CH:7]=1.C=O.[C:26](O)(=O)C.[BH4-].[Na+]. Product: [Cl:15][C:14]1[C:9]([NH:8][C:6]2[CH:7]=[C:2]([NH:1][CH3:26])[CH:3]=[CH:4][C:5]=2[F:23])=[N:10][C:11]([NH:16][C:17]2[CH:18]=[N:19][N:20]([CH3:22])[CH:21]=2)=[N:12][CH:13]=1. (7) Reactant: C(OC([N:6]1[C:25]([NH2:26])=[C:9]2[CH2:10][N:11]([S:14]([C:17]3[CH:22]=[C:21]([F:23])[CH:20]=[C:19]([F:24])[CH:18]=3)(=[O:16])=[O:15])[CH2:12][CH2:13][C:8]2=[N:7]1)=O)C.C(N(CC)CC)C. Product: [F:23][C:21]1[CH:22]=[C:17]([S:14]([N:11]2[CH2:12][CH2:13][C:8]3=[N:7][NH:6][C:25]([NH2:26])=[C:9]3[CH2:10]2)(=[O:16])=[O:15])[CH:18]=[C:19]([F:24])[CH:20]=1. The catalyst class is: 98.